Dataset: Full USPTO retrosynthesis dataset with 1.9M reactions from patents (1976-2016). Task: Predict the reactants needed to synthesize the given product. (1) Given the product [CH2:50]([C:47]1[CH:46]=[CH:45][C:44]([S:41]([N:40]2[CH:36]([C:33]3[CH:32]=[CH:31][C:30]([F:29])=[CH:35][CH:34]=3)[CH2:37][CH2:38][CH:39]2[CH2:52][OH:53])(=[O:43])=[O:42])=[CH:49][CH:48]=1)[CH3:51], predict the reactants needed to synthesize it. The reactants are: FC1C=CC(C2NC(C(OC)=O)CC2)=CC=1.C(C1C=CC(S(Cl)(=O)=O)=CC=1)C.[F:29][C:30]1[CH:35]=[CH:34][C:33]([CH:36]2[N:40]([S:41]([C:44]3[CH:49]=[CH:48][C:47]([CH2:50][CH3:51])=[CH:46][CH:45]=3)(=[O:43])=[O:42])[CH:39]([C:52](OC)=[O:53])[CH2:38][CH2:37]2)=[CH:32][CH:31]=1.[H-].[Al+3].[Li+].[H-].[H-].[H-]. (2) Given the product [C:1]1([S:7]([N:10]2[C:14]3=[N:15][CH:16]=[C:17]([N+:20]([O-:22])=[O:21])[C:18]([NH:30][C@H:31]4[CH2:36][CH2:35][C@H:34]([CH2:37][CH2:38][C:39]#[N:40])[CH2:33][CH2:32]4)=[C:13]3[CH:12]=[CH:11]2)(=[O:9])=[O:8])[CH:6]=[CH:5][CH:4]=[CH:3][CH:2]=1, predict the reactants needed to synthesize it. The reactants are: [C:1]1([S:7]([N:10]2[C:14]3=[N:15][CH:16]=[C:17]([N+:20]([O-:22])=[O:21])[C:18](Cl)=[C:13]3[CH:12]=[CH:11]2)(=[O:9])=[O:8])[CH:6]=[CH:5][CH:4]=[CH:3][CH:2]=1.FC(F)(F)C(O)=O.[NH2:30][C@H:31]1[CH2:36][CH2:35][C@H:34]([CH2:37][CH2:38][C:39]#[N:40])[CH2:33][CH2:32]1.C(N(C(C)C)CC)(C)C.